Dataset: Forward reaction prediction with 1.9M reactions from USPTO patents (1976-2016). Task: Predict the product of the given reaction. (1) Given the reactants [Cl:1][C:2]1[CH:3]=[CH:4][C:5]([O:12][C:13]2[C:22]3[C:17](=[CH:18][C:19]([O:25][CH3:26])=[C:20]([O:23][CH3:24])[CH:21]=3)[N:16]=[CH:15][CH:14]=2)=[C:6]([CH:8]([OH:11])[CH2:9][CH3:10])[CH:7]=1.O, predict the reaction product. The product is: [Cl:1][C:2]1[CH:3]=[CH:4][C:5]([O:12][C:13]2[C:22]3[C:17](=[CH:18][C:19]([O:25][CH3:26])=[C:20]([O:23][CH3:24])[CH:21]=3)[N:16]=[CH:15][CH:14]=2)=[C:6]([C:8](=[O:11])[CH2:9][CH3:10])[CH:7]=1. (2) Given the reactants [F:1][C:2]1[CH:7]=[CH:6][C:5]([C:8]2[C:12]([CH:13]=O)=[CH:11][N:10]([C:15]3[CH:20]=[CH:19][N:18]=[C:17]([NH:21][C:22]4[CH:27]=[C:26]([N+:28]([O-])=O)[C:25]([N:31]5[CH2:36][CH2:35][O:34][CH2:33][CH2:32]5)=[CH:24][C:23]=4[O:37][CH3:38])[N:16]=3)[N:9]=2)=[CH:4][CH:3]=1.[CH3:39][NH:40][CH3:41], predict the reaction product. The product is: [CH3:39][N:40]([CH2:13][C:12]1[C:8]([C:5]2[CH:4]=[CH:3][C:2]([F:1])=[CH:7][CH:6]=2)=[N:9][N:10]([C:15]2[CH:20]=[CH:19][N:18]=[C:17]([NH:21][C:22]3[C:23]([O:37][CH3:38])=[CH:24][C:25]([N:31]4[CH2:36][CH2:35][O:34][CH2:33][CH2:32]4)=[C:26]([NH:28][C:23](=[O:37])[CH:22]=[CH2:27])[CH:27]=3)[N:16]=2)[CH:11]=1)[CH3:41]. (3) Given the reactants [Cl:1][C:2]1[CH:21]=[C:20]([C:22]([F:25])([F:24])[F:23])[CH:19]=[CH:18][C:3]=1[CH2:4][N:5]1[C:9]([CH2:10][CH2:11][C:12]([OH:14])=O)=[CH:8][C:7]([CH:15]2[CH2:17][CH2:16]2)=[N:6]1.[CH3:26][CH:27]([CH3:34])[CH2:28][CH2:29][S:30]([NH2:33])(=[O:32])=[O:31].N12CCCN=C1CCCCC2.Cl, predict the reaction product. The product is: [Cl:1][C:2]1[CH:21]=[C:20]([C:22]([F:24])([F:25])[F:23])[CH:19]=[CH:18][C:3]=1[CH2:4][N:5]1[C:9]([CH2:10][CH2:11][C:12]([NH:33][S:30]([CH2:29][CH2:28][CH:27]([CH3:34])[CH3:26])(=[O:32])=[O:31])=[O:14])=[CH:8][C:7]([CH:15]2[CH2:17][CH2:16]2)=[N:6]1. (4) Given the reactants [F:1][C:2]([F:16])([F:15])[C:3]1[CH:12]=[C:11]2[C:6]([C:7](=O)[NH:8][C:9](=O)[NH:10]2)=[CH:5][CH:4]=1.C[N:18](C)[C:19]1[CH:24]=CC=CC=1.P(Cl)(Cl)([Cl:28])=O, predict the reaction product. The product is: [Cl:28][C:9]1[N:8]=[C:7]([CH2:24][CH2:19][NH2:18])[C:6]2[C:11](=[CH:12][C:3]([C:2]([F:16])([F:15])[F:1])=[CH:4][CH:5]=2)[N:10]=1.